Regression. Given two drug SMILES strings and cell line genomic features, predict the synergy score measuring deviation from expected non-interaction effect. From a dataset of NCI-60 drug combinations with 297,098 pairs across 59 cell lines. (1) Drug 1: C1=C(C(=O)NC(=O)N1)N(CCCl)CCCl. Drug 2: COC1=C2C(=CC3=C1OC=C3)C=CC(=O)O2. Cell line: CAKI-1. Synergy scores: CSS=48.6, Synergy_ZIP=5.02, Synergy_Bliss=6.19, Synergy_Loewe=1.56, Synergy_HSA=4.71. (2) Drug 1: CC12CCC(CC1=CCC3C2CCC4(C3CC=C4C5=CN=CC=C5)C)O. Drug 2: CC1OCC2C(O1)C(C(C(O2)OC3C4COC(=O)C4C(C5=CC6=C(C=C35)OCO6)C7=CC(=C(C(=C7)OC)O)OC)O)O. Cell line: HOP-62. Synergy scores: CSS=58.7, Synergy_ZIP=7.19, Synergy_Bliss=6.85, Synergy_Loewe=-4.96, Synergy_HSA=6.59. (3) Drug 1: CC=C1C(=O)NC(C(=O)OC2CC(=O)NC(C(=O)NC(CSSCCC=C2)C(=O)N1)C(C)C)C(C)C. Drug 2: CC1=C(C(=CC=C1)Cl)NC(=O)C2=CN=C(S2)NC3=CC(=NC(=N3)C)N4CCN(CC4)CCO. Cell line: SK-MEL-5. Synergy scores: CSS=57.8, Synergy_ZIP=-2.91, Synergy_Bliss=-5.75, Synergy_Loewe=-36.7, Synergy_HSA=-5.05. (4) Cell line: MDA-MB-231. Synergy scores: CSS=18.0, Synergy_ZIP=-8.13, Synergy_Bliss=-3.80, Synergy_Loewe=-35.0, Synergy_HSA=-2.74. Drug 2: CS(=O)(=O)OCCCCOS(=O)(=O)C. Drug 1: CCC1=C2CN3C(=CC4=C(C3=O)COC(=O)C4(CC)O)C2=NC5=C1C=C(C=C5)O. (5) Drug 1: CCCCCOC(=O)NC1=NC(=O)N(C=C1F)C2C(C(C(O2)C)O)O. Drug 2: C1CN1C2=NC(=NC(=N2)N3CC3)N4CC4. Cell line: MDA-MB-435. Synergy scores: CSS=7.43, Synergy_ZIP=-3.49, Synergy_Bliss=0.619, Synergy_Loewe=-13.1, Synergy_HSA=-0.946. (6) Drug 1: C1=NC2=C(N1)C(=S)N=CN2. Drug 2: CC(C)NC(=O)C1=CC=C(C=C1)CNNC.Cl. Cell line: OVCAR-8. Synergy scores: CSS=17.3, Synergy_ZIP=-9.40, Synergy_Bliss=-3.13, Synergy_Loewe=-27.9, Synergy_HSA=-4.14. (7) Drug 1: C1=CC(=C2C(=C1NCCNCCO)C(=O)C3=C(C=CC(=C3C2=O)O)O)NCCNCCO. Drug 2: CC1C(C(=O)NC(C(=O)N2CCCC2C(=O)N(CC(=O)N(C(C(=O)O1)C(C)C)C)C)C(C)C)NC(=O)C3=C4C(=C(C=C3)C)OC5=C(C(=O)C(=C(C5=N4)C(=O)NC6C(OC(=O)C(N(C(=O)CN(C(=O)C7CCCN7C(=O)C(NC6=O)C(C)C)C)C)C(C)C)C)N)C. Cell line: NCI-H226. Synergy scores: CSS=37.0, Synergy_ZIP=2.98, Synergy_Bliss=3.47, Synergy_Loewe=2.15, Synergy_HSA=3.39. (8) Drug 1: CN(CC1=CN=C2C(=N1)C(=NC(=N2)N)N)C3=CC=C(C=C3)C(=O)NC(CCC(=O)O)C(=O)O. Drug 2: CCC(=C(C1=CC=CC=C1)C2=CC=C(C=C2)OCCN(C)C)C3=CC=CC=C3.C(C(=O)O)C(CC(=O)O)(C(=O)O)O. Cell line: UACC-257. Synergy scores: CSS=27.9, Synergy_ZIP=0.213, Synergy_Bliss=0.0269, Synergy_Loewe=-39.6, Synergy_HSA=-1.45. (9) Drug 1: C1=C(C(=O)NC(=O)N1)F. Drug 2: C1=NC2=C(N=C(N=C2N1C3C(C(C(O3)CO)O)O)F)N. Cell line: SNB-19. Synergy scores: CSS=33.7, Synergy_ZIP=-4.54, Synergy_Bliss=-4.87, Synergy_Loewe=-2.09, Synergy_HSA=-1.53.